From a dataset of Forward reaction prediction with 1.9M reactions from USPTO patents (1976-2016). Predict the product of the given reaction. (1) Given the reactants [C:1]12([C:11]3[CH:12]=[C:13]([C:18]4[CH:19]=[C:20]5[C:25](=[CH:26][CH:27]=4)[C:24]([C:28]([O:30][CH3:31])=[O:29])=[CH:23][CH:22]=[CH:21]5)[CH:14]=[CH:15][C:16]=3[OH:17])[CH2:10][CH:5]3[CH2:6][CH:7]([CH2:9][CH:3]([CH2:4]3)[CH2:2]1)[CH2:8]2.[H-].[Na+].[CH3:34]I.O, predict the reaction product. The product is: [C:1]12([C:11]3[CH:12]=[C:13]([C:18]4[CH:19]=[C:20]5[C:25](=[CH:26][CH:27]=4)[C:24]([C:28]([O:30][CH3:31])=[O:29])=[CH:23][CH:22]=[CH:21]5)[CH:14]=[CH:15][C:16]=3[O:17][CH3:34])[CH2:8][CH:7]3[CH2:9][CH:3]([CH2:4][CH:5]([CH2:6]3)[CH2:10]1)[CH2:2]2. (2) Given the reactants [CH3:1][C:2]1[N:7]=[C:6]([C:8]2[N:12]=[C:11]([CH:13]3[CH2:16][N:15](C(OC(C)(C)C)=O)[CH2:14]3)[NH:10][N:9]=2)[CH:5]=[CH:4][CH:3]=1.[ClH:24], predict the reaction product. The product is: [ClH:24].[ClH:24].[NH:15]1[CH2:16][CH:13]([C:11]2[NH:10][N:9]=[C:8]([C:6]3[CH:5]=[CH:4][CH:3]=[C:2]([CH3:1])[N:7]=3)[N:12]=2)[CH2:14]1. (3) Given the reactants [C:1]([NH:8][C:9]1[CH:14]=[CH:13][C:12]([NH2:15])=[CH:11][CH:10]=1)([O:3]C(C)(C)C)=O.C(N(CC)CC)C.[C:23]1(C(Cl)=O)[C:32]2[C:27](=[CH:28][CH:29]=[CH:30][CH:31]=2)[CH:26]=[CH:25][CH:24]=1, predict the reaction product. The product is: [NH2:15][C:12]1[CH:11]=[CH:10][C:9]([NH:8][C:1]([C:31]2[C:32]3[C:27](=[CH:26][CH:25]=[CH:24][CH:23]=3)[CH:28]=[CH:29][CH:30]=2)=[O:3])=[CH:14][CH:13]=1. (4) Given the reactants [NH2:1][C:2]1[CH:3]=[C:4]([CH:9]=[CH:10][C:11]=1I)[C:5]([O:7][CH3:8])=[O:6].[CH3:13][C:14]1[CH:19]=[CH:18][CH:17]=[C:16]([CH3:20])[C:15]=1[C:21]#[CH:22].C(NCC)C.C(OCC)(=O)C, predict the reaction product. The product is: [NH2:1][C:2]1[CH:3]=[C:4]([CH:9]=[CH:10][C:11]=1[C:22]#[C:21][C:15]1[C:16]([CH3:20])=[CH:17][CH:18]=[CH:19][C:14]=1[CH3:13])[C:5]([O:7][CH3:8])=[O:6]. (5) Given the reactants [CH2:1]([Li])[CH2:2][CH2:3][CH3:4].C([C@@H]1C[C:15]2[C:10](=[CH:11][CH:12]=[CH:13][CH:14]=2)[N:9]1[C:17]([O:19][C:20]([CH3:23])([CH3:22])[CH3:21])=[O:18])=O, predict the reaction product. The product is: [CH:3]([C@@H:2]1[CH2:1][C:15]2[C:10](=[CH:11][CH:12]=[CH:13][CH:14]=2)[N:9]1[C:17]([O:19][C:20]([CH3:23])([CH3:22])[CH3:21])=[O:18])=[CH2:4].